This data is from NCI-60 drug combinations with 297,098 pairs across 59 cell lines. The task is: Regression. Given two drug SMILES strings and cell line genomic features, predict the synergy score measuring deviation from expected non-interaction effect. (1) Drug 1: CNC(=O)C1=CC=CC=C1SC2=CC3=C(C=C2)C(=NN3)C=CC4=CC=CC=N4. Drug 2: CS(=O)(=O)C1=CC(=C(C=C1)C(=O)NC2=CC(=C(C=C2)Cl)C3=CC=CC=N3)Cl. Cell line: M14. Synergy scores: CSS=-3.59, Synergy_ZIP=3.51, Synergy_Bliss=3.26, Synergy_Loewe=-2.50, Synergy_HSA=-1.96. (2) Drug 1: CCN(CC)CCNC(=O)C1=C(NC(=C1C)C=C2C3=C(C=CC(=C3)F)NC2=O)C. Drug 2: C1=CC=C(C(=C1)C(C2=CC=C(C=C2)Cl)C(Cl)Cl)Cl. Cell line: HCT-15. Synergy scores: CSS=7.59, Synergy_ZIP=-0.299, Synergy_Bliss=5.54, Synergy_Loewe=2.16, Synergy_HSA=3.50. (3) Drug 1: C1=CN(C=N1)CC(O)(P(=O)(O)O)P(=O)(O)O. Drug 2: CS(=O)(=O)OCCCCOS(=O)(=O)C. Cell line: HL-60(TB). Synergy scores: CSS=3.59, Synergy_ZIP=5.54, Synergy_Bliss=12.0, Synergy_Loewe=-6.18, Synergy_HSA=-3.19. (4) Drug 1: C1=CC(=CC=C1C#N)C(C2=CC=C(C=C2)C#N)N3C=NC=N3. Cell line: HCT-15. Synergy scores: CSS=-1.23, Synergy_ZIP=4.30, Synergy_Bliss=5.03, Synergy_Loewe=1.53, Synergy_HSA=0.949. Drug 2: CS(=O)(=O)OCCCCOS(=O)(=O)C. (5) Drug 1: CC12CCC(CC1=CCC3C2CCC4(C3CC=C4C5=CN=CC=C5)C)O. Drug 2: CN(C(=O)NC(C=O)C(C(C(CO)O)O)O)N=O. Cell line: SK-OV-3. Synergy scores: CSS=-4.18, Synergy_ZIP=-0.760, Synergy_Bliss=-4.80, Synergy_Loewe=-5.54, Synergy_HSA=-5.13. (6) Drug 1: C#CCC(CC1=CN=C2C(=N1)C(=NC(=N2)N)N)C3=CC=C(C=C3)C(=O)NC(CCC(=O)O)C(=O)O. Drug 2: C1=NNC2=C1C(=O)NC=N2. Cell line: CAKI-1. Synergy scores: CSS=0.724, Synergy_ZIP=-3.23, Synergy_Bliss=-7.20, Synergy_Loewe=-10.2, Synergy_HSA=-6.55. (7) Drug 1: C1=CN(C=N1)CC(O)(P(=O)(O)O)P(=O)(O)O. Cell line: ACHN. Synergy scores: CSS=46.5, Synergy_ZIP=2.88, Synergy_Bliss=0.252, Synergy_Loewe=-9.98, Synergy_HSA=-7.75. Drug 2: B(C(CC(C)C)NC(=O)C(CC1=CC=CC=C1)NC(=O)C2=NC=CN=C2)(O)O.